This data is from Reaction yield outcomes from USPTO patents with 853,638 reactions. The task is: Predict the reaction yield, written as a fraction of the theoretical maximum amount of product (1.0 means a 100% yield; for example, 0.34 means a 34% yield). (1) The reactants are C(O)(C(F)(F)F)=O.[F:8][C:9]1([F:49])[O:13][C:12]2[CH:14]=[CH:15][C:16]([C:18]3([C:21]([NH:23][C:24]4[N:25]=[C:26]([C:34]5[CH:35]=[C:36]([CH:46]=[CH:47][CH:48]=5)[CH2:37][NH:38]C(=O)OC(C)(C)C)[C:27]5[C:32]([CH:33]=4)=[CH:31][CH:30]=[CH:29][CH:28]=5)=[O:22])[CH2:20][CH2:19]3)=[CH:17][C:11]=2[O:10]1. The catalyst is C(Cl)Cl.[OH-].[Na+]. The product is [NH2:38][CH2:37][C:36]1[CH:35]=[C:34]([C:26]2[C:27]3[C:32](=[CH:31][CH:30]=[CH:29][CH:28]=3)[CH:33]=[C:24]([NH:23][C:21]([C:18]3([C:16]4[CH:15]=[CH:14][C:12]5[O:13][C:9]([F:49])([F:8])[O:10][C:11]=5[CH:17]=4)[CH2:19][CH2:20]3)=[O:22])[N:25]=2)[CH:48]=[CH:47][CH:46]=1. The yield is 0.990. (2) The reactants are [Br:1][C:2]1[CH:3]=[C:4]([CH:23]=[C:24]([F:26])[CH:25]=1)[CH2:5][NH:6][C:7]([C@@H:9]1[CH2:13][C@:12]([F:15])([CH3:14])[CH2:11][N:10]1C(OC(C)(C)C)=O)=[O:8].Cl.O1CCOCC1.C(N(CC)CC)C.[F:41][C:42]1[CH:47]=[CH:46][C:45]([S:48](Cl)(=[O:50])=[O:49])=[CH:44][CH:43]=1. The catalyst is ClCCl.O. The product is [Br:1][C:2]1[CH:3]=[C:4]([CH:23]=[C:24]([F:26])[CH:25]=1)[CH2:5][NH:6][C:7]([C@@H:9]1[CH2:13][C@:12]([F:15])([CH3:14])[CH2:11][N:10]1[S:48]([C:45]1[CH:46]=[CH:47][C:42]([F:41])=[CH:43][CH:44]=1)(=[O:50])=[O:49])=[O:8]. The yield is 0.480. (3) The reactants are C(NC(C)C)(C)C.C([Li])CCC.[F:13][C:14]([F:27])([F:26])[S:15][C:16]1[CH:21]=[CH:20][C:19]([CH2:22][C:23]([OH:25])=[O:24])=[CH:18][CH:17]=1.I[CH2:29][CH:30]1[CH2:34][CH2:33][CH2:32][CH2:31]1. The catalyst is O1CCCC1.CN1CCCN(C)C1=O. The product is [CH:30]1([CH2:29][CH:22]([C:19]2[CH:18]=[CH:17][C:16]([S:15][C:14]([F:26])([F:13])[F:27])=[CH:21][CH:20]=2)[C:23]([OH:25])=[O:24])[CH2:34][CH2:33][CH2:32][CH2:31]1. The yield is 0.580. (4) The reactants are [C:1]1([C:7]2([C:13]([O:15][C:16]3[CH:21]=[CH:20][C:19]([C:22]([NH:24][O:25]CC4C=CC=CC=4)=[O:23])=[CH:18][CH:17]=3)=[O:14])[CH2:12][CH2:11][CH2:10][CH2:9][CH2:8]2)[CH:6]=[CH:5][CH:4]=[CH:3][CH:2]=1. The catalyst is [Pd].CO. The product is [C:1]1([C:7]2([C:13]([O:15][C:16]3[CH:17]=[CH:18][C:19]([C:22]([NH:24][OH:25])=[O:23])=[CH:20][CH:21]=3)=[O:14])[CH2:12][CH2:11][CH2:10][CH2:9][CH2:8]2)[CH:6]=[CH:5][CH:4]=[CH:3][CH:2]=1. The yield is 0.890. (5) The reactants are Cl.Cl.[NH2:3][C@H:4]1[C:8]2([CH2:10][CH2:9]2)[CH2:7][NH:6][CH2:5]1.C(N(CC)CC)C.F[B]F.[F:21][C:22]1[CH:23]=[C:24]2[C:29](=[C:30]([O:33][CH3:34])[C:31]=1F)[N:28]([C@@H:35]1[CH2:37][C@@H:36]1[F:38])[CH:27]=[C:26]([C:39]([OH:41])=[O:40])[C:25]2=[O:42]. The catalyst is CS(C)=O. The product is [NH2:3][C@H:4]1[C:8]2([CH2:10][CH2:9]2)[CH2:7][N:6]([C:31]2[C:30]([O:33][CH3:34])=[C:29]3[C:24]([C:25](=[O:42])[C:26]([C:39]([OH:41])=[O:40])=[CH:27][N:28]3[C@@H:35]3[CH2:37][C@@H:36]3[F:38])=[CH:23][C:22]=2[F:21])[CH2:5]1. The yield is 0.614. (6) The reactants are [F:1][C:2]1[CH:7]=[CH:6][C:5]([C:8]2[CH2:13][CH2:12][N:11]([C:14]3[N:19]=[CH:18][N:17]([CH2:20][C:21]4[CH:26]=[CH:25][C:24]([OH:27])=[CH:23][CH:22]=4)[C:16](=[O:28])[N:15]=3)[CH2:10][CH:9]=2)=[CH:4][CH:3]=1.C(=O)([O-])[O-].[Cs+].[Cs+].FC(F)(F)S(O[CH2:41][C:42]([F:45])([F:44])[F:43])(=O)=O. The catalyst is CN(C)C=O. The product is [F:1][C:2]1[CH:7]=[CH:6][C:5]([C:8]2[CH2:13][CH2:12][N:11]([C:14]3[N:19]=[CH:18][N:17]([CH2:20][C:21]4[CH:22]=[CH:23][C:24]([O:27][CH2:41][C:42]([F:45])([F:44])[F:43])=[CH:25][CH:26]=4)[C:16](=[O:28])[N:15]=3)[CH2:10][CH:9]=2)=[CH:4][CH:3]=1. The yield is 0.140.